Dataset: Forward reaction prediction with 1.9M reactions from USPTO patents (1976-2016). Task: Predict the product of the given reaction. (1) Given the reactants [C:1]([O:5][C:6](=[O:24])[CH2:7][CH2:8][CH2:9][CH2:10][CH2:11][CH2:12][CH2:13][CH2:14][CH2:15][CH2:16][CH2:17][CH2:18][CH2:19][CH2:20][C:21]([OH:23])=O)([CH3:4])([CH3:3])[CH3:2].ON1C2N=CC=CC=2N=N1.C(N(C(C)C)CC)(C)C.[NH2:44][C:45]1[CH:54]=[CH:53][C:48]([C:49]([O:51][CH3:52])=[O:50])=[CH:47][CH:46]=1.[Na+].[Cl-], predict the reaction product. The product is: [CH3:52][O:51][C:49](=[O:50])[C:48]1[CH:53]=[CH:54][C:45]([NH:44][C:21](=[O:23])[CH2:20][CH2:19][CH2:18][CH2:17][CH2:16][CH2:15][CH2:14][CH2:13][CH2:12][CH2:11][CH2:10][CH2:9][CH2:8][CH2:7][C:6]([O:5][C:1]([CH3:2])([CH3:3])[CH3:4])=[O:24])=[CH:46][CH:47]=1. (2) Given the reactants Br[C:2]1[CH:3]=[C:4]([Cl:21])[C:5]([Cl:20])=[C:6]([CH:19]=1)[CH2:7][N:8]([CH:16]1[CH2:18][CH2:17]1)[C:9](=[O:15])[O:10][C:11]([CH3:14])([CH3:13])[CH3:12].[F-].[Cs+].[CH2:24]([Sn](CCCC)(CCCC)CCCC)[CH:25]=[CH2:26], predict the reaction product. The product is: [CH2:26]([C:2]1[CH:3]=[C:4]([Cl:21])[C:5]([Cl:20])=[C:6]([CH:19]=1)[CH2:7][N:8]([CH:16]1[CH2:18][CH2:17]1)[C:9](=[O:15])[O:10][C:11]([CH3:14])([CH3:13])[CH3:12])[CH:25]=[CH2:24]. (3) Given the reactants N[C:2]1[C:3]([C:16]2[C:21]([CH3:22])=[CH:20][C:19]([CH3:23])=[CH:18][C:17]=2[CH3:24])=[C:4]2[N:9]([C:10]=1[C:11](OCC)=O)C=C[CH:6]=[CH:5]2.C[C:26]1([CH3:39])C2(CS(O)(=O)=O)C(CC1CC2)=O.C[Si]([N-:44][Si](C)(C)C)(C)C.[K+].C1(C)C=CC=CC=1.C[O:58][C:59](OC)([CH3:61])[CH3:60], predict the reaction product. The product is: [CH3:39][C:26]1[CH:60]=[C:59]([OH:58])[C:61]2[N:9]3[C:4]([C:3]([C:16]4[C:17]([CH3:24])=[CH:18][C:19]([CH3:23])=[CH:20][C:21]=4[CH3:22])=[CH:2][CH:11]=[CH:10]3)=[CH:5][C:6]=2[N:44]=1. (4) Given the reactants O=[C:2]1[CH2:7][CH2:6][CH:5]([N:8]2[C:13](=[O:14])[C:12]([CH2:15][C:16]3[CH:21]=[CH:20][C:19]([C:22]4[CH:27]=[CH:26][CH:25]=[CH:24][C:23]=4[C:28]4[NH:32][C:31](=[O:33])[O:30][N:29]=4)=[CH:18][CH:17]=3)=[C:11]([CH2:34][CH2:35][CH3:36])[N:10]3[N:37]=[CH:38][N:39]=[C:9]23)[CH2:4][CH2:3]1.Cl.[NH2:41][O:42][CH3:43].N1C=CC=CC=1.Cl, predict the reaction product. The product is: [CH3:43][O:42][N:41]=[C:2]1[CH2:3][CH2:4][CH:5]([N:8]2[C:13](=[O:14])[C:12]([CH2:15][C:16]3[CH:21]=[CH:20][C:19]([C:22]4[CH:27]=[CH:26][CH:25]=[CH:24][C:23]=4[C:28]4[NH:32][C:31](=[O:33])[O:30][N:29]=4)=[CH:18][CH:17]=3)=[C:11]([CH2:34][CH2:35][CH3:36])[N:10]3[N:37]=[CH:38][N:39]=[C:9]23)[CH2:6][CH2:7]1. (5) Given the reactants [Br:1][C:2]1[CH:7]=[C:6]([CH2:8]Br)[CH:5]=[CH:4][C:3]=1[N:10](C(OC(C)(C)C)=O)C(OC(C)(C)C)=O.[P:25]([O:32]CC)([O:29][CH2:30][CH3:31])[O:26][CH2:27][CH3:28], predict the reaction product. The product is: [NH2:10][C:3]1[CH:4]=[CH:5][C:6]([CH2:8][P:25](=[O:32])([O:29][CH2:30][CH3:31])[O:26][CH2:27][CH3:28])=[CH:7][C:2]=1[Br:1]. (6) Given the reactants [Br:1][C:2]1[CH:10]=[C:9]([F:11])[CH:8]=[C:7]2[C:3]=1[CH:4]=[N:5][NH:6]2.[CH2:12]([O:19][C:20]1[CH:25]=[CH:24][C:23](B(O)O)=[CH:22][C:21]=1[F:29])[C:13]1[CH:18]=[CH:17][CH:16]=[CH:15][CH:14]=1.N1C=CC=CC=1, predict the reaction product. The product is: [Br:1][C:2]1[CH:10]=[C:9]([F:11])[CH:8]=[C:7]2[C:3]=1[CH:4]=[N:5][N:6]2[C:23]1[CH:24]=[CH:25][C:20]([O:19][CH2:12][C:13]2[CH:14]=[CH:15][CH:16]=[CH:17][CH:18]=2)=[C:21]([F:29])[CH:22]=1.